From a dataset of Full USPTO retrosynthesis dataset with 1.9M reactions from patents (1976-2016). Predict the reactants needed to synthesize the given product. (1) Given the product [F:1][C:2]1[CH:37]=[C:36]([F:38])[CH:35]=[C:34]([F:39])[C:3]=1[CH2:4][N:5]1[C:13]([C:14]2[CH:19]=[CH:18][C:17]([N:20]3[CH2:21][CH2:22][C:23](=[O:24])[CH2:28][CH2:29]3)=[CH:16][CH:15]=2)=[C:12]2[C:7]([C:8]([C:30]([F:33])([F:31])[F:32])=[CH:9][CH:10]=[CH:11]2)=[N:6]1, predict the reactants needed to synthesize it. The reactants are: [F:1][C:2]1[CH:37]=[C:36]([F:38])[CH:35]=[C:34]([F:39])[C:3]=1[CH2:4][N:5]1[C:13]([C:14]2[CH:19]=[CH:18][C:17]([N:20]3[CH2:29][CH2:28][C:23]4(OCC[O:24]4)[CH2:22][CH2:21]3)=[CH:16][CH:15]=2)=[C:12]2[C:7]([C:8]([C:30]([F:33])([F:32])[F:31])=[CH:9][CH:10]=[CH:11]2)=[N:6]1. (2) Given the product [F:16][C:4]1[C:3]([NH:17][C:18]2[N:28]([CH3:29])[C:24]3[CH:23]=[C:22]([N:30]4[CH2:31][CH2:32][CH:33]([F:36])[CH2:34][CH2:35]4)[C:21]([Cl:20])=[CH:27][C:25]=3[N:26]=2)=[C:2]([Cl:1])[CH:15]=[CH:14][C:5]=1[CH2:6][NH:7][C:8](=[O:13])[C:9]([CH3:12])([CH3:11])[CH3:10], predict the reactants needed to synthesize it. The reactants are: [Cl:1][C:2]1[CH:15]=[CH:14][C:5]([CH2:6][NH:7][C:8](=[O:13])[C:9]([CH3:12])([CH3:11])[CH3:10])=[C:4]([F:16])[C:3]=1[N:17]=[C:18]=S.[Cl:20][C:21]1[C:22]([N:30]2[CH2:35][CH2:34][CH:33]([F:36])[CH2:32][CH2:31]2)=[CH:23][C:24]([NH:28][CH3:29])=[C:25]([CH:27]=1)[NH2:26].CC(C)N=C=NC(C)C. (3) Given the product [CH3:1][C:2]1[CH:7]=[CH:6][NH:5][C:4](=[O:8])[C:3]=1[C:9]([O:11][CH3:17])=[O:10], predict the reactants needed to synthesize it. The reactants are: [CH3:1][C:2]1[CH:7]=[CH:6][NH:5][C:4](=[O:8])[C:3]=1[C:9]([OH:11])=[O:10].OS(O)(=O)=O.[CH3:17]O. (4) Given the product [Cl:11][C:12]1[C:18]([O:19][CH3:20])=[CH:17][C:15]([NH:16][CH2:1][C:2]2[CH:7]=[CH:6][C:5]([O:8][CH3:9])=[CH:4][CH:3]=2)=[C:14]([O:21][CH3:22])[CH:13]=1, predict the reactants needed to synthesize it. The reactants are: [CH:1](=O)[C:2]1[CH:7]=[CH:6][C:5]([O:8][CH3:9])=[CH:4][CH:3]=1.[Cl:11][C:12]1[C:18]([O:19][CH3:20])=[CH:17][C:15]([NH2:16])=[C:14]([O:21][CH3:22])[CH:13]=1.C(O[BH-](OC(=O)C)OC(=O)C)(=O)C.[Na+].C(O)(=O)C.C([O-])([O-])=O.[K+].[K+].